Task: Predict the reactants needed to synthesize the given product.. Dataset: Full USPTO retrosynthesis dataset with 1.9M reactions from patents (1976-2016) Given the product [N:19]1([C:14]([CH:11]2[CH2:10][CH2:9][N:8]([C:6]([O:5][C:1]([CH3:2])([CH3:3])[CH3:4])=[O:7])[CH2:13][CH2:12]2)=[O:16])[CH2:20][CH2:25][CH2:23]1, predict the reactants needed to synthesize it. The reactants are: [C:1]([O:5][C:6]([N:8]1[CH2:13][CH2:12][CH:11]([C:14]([OH:16])=O)[CH2:10][CH2:9]1)=[O:7])([CH3:4])([CH3:3])[CH3:2].CC[N:19]([CH:23]([CH3:25])C)[CH:20](C)C.CN(C(ON1N=NC2C=CC=CC1=2)=[N+](C)C)C.[B-](F)(F)(F)F.N1CCC1.